Task: Predict the product of the given reaction.. Dataset: Forward reaction prediction with 1.9M reactions from USPTO patents (1976-2016) (1) The product is: [Cl:12][C:13]1[CH:18]=[C:17]([C:19]2[CH:24]=[CH:23][CH:22]=[CH:21][CH:20]=2)[CH:16]=[CH:15][N+:14]=1[O-:9]. Given the reactants ClC1C=CC=C(C(OO)=[O:9])C=1.[Cl:12][C:13]1[CH:18]=[C:17]([C:19]2[CH:24]=[CH:23][CH:22]=[CH:21][CH:20]=2)[CH:16]=[CH:15][N:14]=1, predict the reaction product. (2) Given the reactants [OH:1][C:2]1[CH:7]=[CH:6][C:5]([CH2:8][NH:9][C:10](=[O:18])[C:11]2[CH:16]=[CH:15][CH:14]=[N:13][C:12]=2[NH2:17])=[CH:4][CH:3]=1.Br[CH2:20][CH2:21][O:22][CH2:23][CH3:24].C(=O)([O-])[O-].[Cs+].[Cs+].CN(C=O)C, predict the reaction product. The product is: [CH2:21]([O:22][CH2:23][CH2:24][O:1][C:2]1[CH:3]=[CH:4][C:5]([CH2:8][NH:9][C:10](=[O:18])[C:11]2[CH:16]=[CH:15][CH:14]=[N:13][C:12]=2[NH2:17])=[CH:6][CH:7]=1)[CH3:20]. (3) Given the reactants [NH:1]1[C:5](=[O:6])[CH2:4][N:3]2[C:7](=[O:10])[CH2:8][CH2:9][CH:2]12.CCN(P1(N(C)CCCN1C)=NC(C)(C)C)CC.[CH2:29](Br)[C:30]1[CH:35]=[CH:34][CH:33]=[CH:32][CH:31]=1, predict the reaction product. The product is: [CH2:29]([N:1]1[C:5](=[O:6])[CH2:4][N:3]2[C:7](=[O:10])[CH2:8][CH2:9][CH:2]12)[C:30]1[CH:35]=[CH:34][CH:33]=[CH:32][CH:31]=1. (4) Given the reactants [Cr](Cl)([O-])(=O)=O.[NH+]1C=CC=CC=1.[Br:12][C:13]1[O:17][C:16]2[CH:18]=[CH:19][CH:20]=[CH:21][C:15]=2[C:14]=1[CH2:22][OH:23], predict the reaction product. The product is: [Br:12][C:13]1[O:17][C:16]2[CH:18]=[CH:19][CH:20]=[CH:21][C:15]=2[C:14]=1[CH:22]=[O:23]. (5) The product is: [C:1]1([N:7]2[C:11]3=[N:12][CH:13]=[CH:14][CH:15]=[C:10]3[N:9]=[C:8]2[C@@H:16]([NH:18][C:20]2[N:28]=[CH:27][N:26]=[C:25]3[C:21]=2[N:22]=[CH:23][NH:24]3)[CH3:17])[CH:2]=[CH:3][CH:4]=[CH:5][CH:6]=1. Given the reactants [C:1]1([N:7]2[C:11]3=[N:12][CH:13]=[CH:14][CH:15]=[C:10]3[N:9]=[C:8]2[C@@H:16]([NH2:18])[CH3:17])[CH:6]=[CH:5][CH:4]=[CH:3][CH:2]=1.Cl[C:20]1[N:28]=[CH:27][N:26]=[C:25]2[C:21]=1[N:22]=[CH:23][NH:24]2.CCN(C(C)C)C(C)C, predict the reaction product. (6) Given the reactants [C:1]([O:5][C:6]([N:8]1[CH2:12][CH2:11][CH2:10][C@@H:9]1[C:13]([OH:15])=O)=[O:7])([CH3:4])([CH3:3])[CH3:2].[NH2:16][C:17]1[CH:18]=[C:19]([NH:27][C:28]2[N:37]=[CH:36][C:35]3[N:34]([CH3:38])[C:33](=[O:39])[CH2:32][N:31]([CH:40]([CH3:42])[CH3:41])[C:30]=3[N:29]=2)[CH:20]=[C:21]([S:23]([CH3:26])(=[O:25])=[O:24])[CH:22]=1, predict the reaction product. The product is: [C:1]([O:5][C:6]([N:8]1[CH2:12][CH2:11][CH2:10][C@@H:9]1[C:13](=[O:15])[NH:16][C:17]1[CH:22]=[C:21]([S:23]([CH3:26])(=[O:24])=[O:25])[CH:20]=[C:19]([NH:27][C:28]2[N:37]=[CH:36][C:35]3[N:34]([CH3:38])[C:33](=[O:39])[CH2:32][N:31]([CH:40]([CH3:42])[CH3:41])[C:30]=3[N:29]=2)[CH:18]=1)=[O:7])([CH3:2])([CH3:3])[CH3:4]. (7) Given the reactants C[C:2]1(C)[CH2:7][CH2:6][CH2:5][C:4](C)(C)[NH:3]1.C([Li])CCC.C(#N)C1C=CN=CC=1.[CH:24](=[O:31])[C:25]1[CH:30]=[CH:29][CH:28]=[CH:27][CH:26]=1.[O:32]1CCC[CH2:33]1, predict the reaction product. The product is: [C:25]1([CH:24]2[C:5]3[CH:4]=[N:3][CH:2]=[CH:7][C:6]=3[C:33](=[O:32])[O:31]2)[CH:30]=[CH:29][CH:28]=[CH:27][CH:26]=1.